This data is from Retrosynthesis with 50K atom-mapped reactions and 10 reaction types from USPTO. The task is: Predict the reactants needed to synthesize the given product. (1) Given the product Cc1c(C(C)(C)C)noc1C(=O)O, predict the reactants needed to synthesize it. The reactants are: COC(=O)c1onc(C(C)(C)C)c1C. (2) Given the product COc1ccc2c(C(=O)O)c(-c3ccccc3)nn2c1, predict the reactants needed to synthesize it. The reactants are: COC(=O)c1c(-c2ccccc2)nn2cc(OC)ccc12. (3) Given the product O=C(O)c1ccc(CO)nc1, predict the reactants needed to synthesize it. The reactants are: COC(=O)c1ccc(CO)nc1. (4) Given the product CC1CC(=O)N(C)c2ccccc21, predict the reactants needed to synthesize it. The reactants are: CC1CC(=O)Nc2ccccc21.CI. (5) The reactants are: CN(C)c1cc(NC(=O)OC(C)(C)C)c(N)cc1C(F)(F)F.Cc1ccc(-c2cccc(C(=O)CC(=O)OC(C)(C)C)c2)nn1. Given the product Cc1ccc(-c2cccc(C(=O)CC(=O)Nc3cc(C(F)(F)F)c(N(C)C)cc3NC(=O)OC(C)(C)C)c2)nn1, predict the reactants needed to synthesize it.